This data is from Peptide-MHC class II binding affinity with 134,281 pairs from IEDB. The task is: Regression. Given a peptide amino acid sequence and an MHC pseudo amino acid sequence, predict their binding affinity value. This is MHC class II binding data. The peptide sequence is APQLPDDLMIRVIAQ. The MHC is HLA-DPA10103-DPB10201 with pseudo-sequence HLA-DPA10103-DPB10201. The binding affinity (normalized) is 0.0451.